From a dataset of Reaction yield outcomes from USPTO patents with 853,638 reactions. Predict the reaction yield, written as a fraction of the theoretical maximum amount of product (1.0 means a 100% yield; for example, 0.34 means a 34% yield). The reactants are [Cl:1][C:2]([Cl:7])([Cl:6])[C:3](Cl)=[O:4].O[N:9]=[C:10]([C:12]1[NH:16][C:15]2[CH:17]=[CH:18][CH:19]=[CH:20][C:14]=2[N:13]=1)[NH2:11].ClC(Cl)(Cl)C(O)=O.C([O-])(O)=O.[Na+]. The catalyst is CCOC(C)=O. The product is [Cl:1][C:2]([Cl:7])([Cl:6])[C:3]1[O:4][N:9]=[C:10]([C:12]2[NH:13][C:14]3[CH:20]=[CH:19][CH:18]=[CH:17][C:15]=3[N:16]=2)[N:11]=1. The yield is 0.860.